This data is from Catalyst prediction with 721,799 reactions and 888 catalyst types from USPTO. The task is: Predict which catalyst facilitates the given reaction. (1) Reactant: [CH2:1]([O:3][C:4]([CH2:6][C:7]1[C:8](=[O:13])[CH2:9][C@@H:10]([OH:12])[CH:11]=1)=[O:5])[CH3:2].N1C=CN=C1.[C:19]([Si:23]([CH3:26])([CH3:25])Cl)([CH3:22])([CH3:21])[CH3:20].[CH:27]1[C:36]2[C:31](=[CH:32][CH:33]=CC=2)[CH:30]=[CH:29][C:28]=1O.C1(N=C=NC2CCCCC2)CCCCC1. Product: [CH:2]1[C:36]2[C:31](=[CH:30][CH:29]=[CH:28][CH:27]=2)[CH:32]=[CH:33][C:1]=1[O:3][C:4]([CH2:6][C:7]1[C:8](=[O:13])[CH2:9][C@@H:10]([O:12][Si:23]([C:19]([CH3:22])([CH3:21])[CH3:20])([CH3:26])[CH3:25])[CH:11]=1)=[O:5]. The catalyst class is: 866. (2) Reactant: [Br:1][C:2]1[C:7]2[N:8]([CH3:13])[C:9]([CH2:11][OH:12])=[N:10][C:6]=2[CH:5]=[CH:4][CH:3]=1. Product: [Br:1][C:2]1[C:7]2[N:8]([CH3:13])[C:9]([CH:11]=[O:12])=[N:10][C:6]=2[CH:5]=[CH:4][CH:3]=1. The catalyst class is: 177. (3) Reactant: Cl.Cl.[NH2:3][C@@H:4]1[C:18](=[O:19])[N:17]2[CH2:20][C@H:21]([O:23][C:24]3[C:33]4[C:28](=[C:29]([CH3:36])[C:30]([O:34][CH3:35])=[CH:31][CH:32]=4)[N:27]=[C:26]([C:37]4[S:38][CH:39]=[C:40]([CH:42]([CH3:44])[CH3:43])[N:41]=4)[CH:25]=3)[CH2:22][C@H:16]2[C:15](=[O:45])[NH:14][C@:13]2([C:47]([NH:49][S:50]([CH:53]3[CH2:55][CH2:54]3)(=[O:52])=[O:51])=[O:48])[CH2:46][C@H:12]2[CH:11]=[CH:10][CH2:9][CH2:8][CH2:7][CH2:6][CH2:5]1.C(N(CC)C(C)C)(C)C.Cl[C:66](Cl)([O:68]C(=O)OC(Cl)(Cl)Cl)Cl.[NH:77]1[CH2:82][CH2:81][CH:80]([OH:83])[CH2:79][CH2:78]1. Product: [CH:53]1([S:50]([NH:49][C:47]([C@@:13]23[CH2:46][C@H:12]2[CH:11]=[CH:10][CH2:9][CH2:8][CH2:7][CH2:6][CH2:5][C@H:4]([NH:3][C:66]([N:77]2[CH2:82][CH2:81][CH:80]([OH:83])[CH2:79][CH2:78]2)=[O:68])[C:18](=[O:19])[N:17]2[CH2:20][C@H:21]([O:23][C:24]4[C:33]5[C:28](=[C:29]([CH3:36])[C:30]([O:34][CH3:35])=[CH:31][CH:32]=5)[N:27]=[C:26]([C:37]5[S:38][CH:39]=[C:40]([CH:42]([CH3:43])[CH3:44])[N:41]=5)[CH:25]=4)[CH2:22][C@H:16]2[C:15](=[O:45])[NH:14]3)=[O:48])(=[O:51])=[O:52])[CH2:54][CH2:55]1. The catalyst class is: 68.